This data is from Retrosynthesis with 50K atom-mapped reactions and 10 reaction types from USPTO. The task is: Predict the reactants needed to synthesize the given product. (1) Given the product O=C(NC1C2CC3CC(C2)CC1C3)c1cnn(-c2ccccc2)c1NCCCCO, predict the reactants needed to synthesize it. The reactants are: NCCCCO.O=C(NC1C2CC3CC(C2)CC1C3)c1cnn(-c2ccccc2)c1Cl. (2) Given the product NS(=O)(=O)c1cc(F)c(F)cc1NS(=O)(=O)c1cccc(Cl)c1Cl, predict the reactants needed to synthesize it. The reactants are: Nc1cc(F)c(F)cc1S(N)(=O)=O.O=S(=O)(Cl)c1cccc(Cl)c1Cl. (3) Given the product CC(C)(CO)NS(=O)(=O)c1cccc(NC(=O)c2cnn3c(C(F)(F)F)cc(-c4ccc(Cl)cc4)nc23)c1, predict the reactants needed to synthesize it. The reactants are: CC(C)(CO)NS(=O)(=O)c1cccc(N)c1.O=C(O)c1cnn2c(C(F)(F)F)cc(-c3ccc(Cl)cc3)nc12. (4) Given the product Cc1nc(-c2cccc([N+](=O)[O-])c2)nc(N2CCOCC2)c1[N+](=O)[O-], predict the reactants needed to synthesize it. The reactants are: Cc1nc(Cl)nc(N2CCOCC2)c1[N+](=O)[O-].O=[N+]([O-])c1cccc(B(O)O)c1. (5) Given the product CN(c1cncnc1)c1cc(Cl)cc(Br)c1, predict the reactants needed to synthesize it. The reactants are: CI.Clc1cc(Br)cc(Nc2cncnc2)c1.